This data is from Peptide-MHC class I binding affinity with 185,985 pairs from IEDB/IMGT. The task is: Regression. Given a peptide amino acid sequence and an MHC pseudo amino acid sequence, predict their binding affinity value. This is MHC class I binding data. The binding affinity (normalized) is 0.437. The MHC is HLA-A24:02 with pseudo-sequence HLA-A24:02. The peptide sequence is FQESFYEDI.